This data is from Catalyst prediction with 721,799 reactions and 888 catalyst types from USPTO. The task is: Predict which catalyst facilitates the given reaction. (1) Reactant: [F:1][C:2]1[CH:3]=[C:4]([C:11]2[CH:16]=[CH:15][C:14]([C:17](=[O:26])[CH2:18][C:19]([CH3:25])([CH3:24])[C:20]([O:22][CH3:23])=[O:21])=[CH:13][CH:12]=2)[CH:5]=[CH:6][C:7]=1[NH:8]C=O.Cl. Product: [NH2:8][C:7]1[CH:6]=[CH:5][C:4]([C:11]2[CH:12]=[CH:13][C:14]([C:17](=[O:26])[CH2:18][C:19]([CH3:24])([CH3:25])[C:20]([O:22][CH3:23])=[O:21])=[CH:15][CH:16]=2)=[CH:3][C:2]=1[F:1]. The catalyst class is: 5. (2) Reactant: Cl.[CH3:2][O:3][C:4](=[O:11])[C@H:5]([CH2:7][CH:8]([CH3:10])[CH3:9])[NH2:6].[F:12][C:13]1[CH:20]=[CH:19][C:16]([CH:17]=O)=[CH:15][CH:14]=1.C([O-])([O-])=O.[Na+].[Na+]. Product: [CH3:2][O:3][C:4](=[O:11])[C@@H:5](/[N:6]=[CH:17]/[C:16]1[CH:19]=[CH:20][C:13]([F:12])=[CH:14][CH:15]=1)[CH2:7][CH:8]([CH3:10])[CH3:9]. The catalyst class is: 5. (3) Reactant: C1C=CC(P(C2C=CC=CC=2)C2C=CC=CC=2)=CC=1.[OH:20][C:21]1[CH:28]=[CH:27][C:24]([C:25]#[N:26])=[CH:23][N:22]=1.C1C=CC(COC(/N=N/C(OCC2C=CC=CC=2)=O)=O)=CC=1.[CH2:51]([N:58]1[CH2:62][CH:61]([C:63]2[CH:68]=[CH:67][C:66]([Cl:69])=[C:65]([Cl:70])[CH:64]=2)[CH:60]([CH:71](O)[CH3:72])[CH2:59]1)[C:52]1[CH:57]=[CH:56][CH:55]=[CH:54][CH:53]=1. Product: [CH2:51]([N:58]1[CH2:62][CH:61]([C:63]2[CH:68]=[CH:67][C:66]([Cl:69])=[C:65]([Cl:70])[CH:64]=2)[CH:60]([CH:71]([O:20][C:21]2[CH:28]=[CH:27][C:24]([C:25]#[N:26])=[CH:23][N:22]=2)[CH3:72])[CH2:59]1)[C:52]1[CH:53]=[CH:54][CH:55]=[CH:56][CH:57]=1. The catalyst class is: 1. (4) Reactant: C(OC([N:8]1[C:16]2[C:11](=[CH:12][C:13]([N:17]3[CH:22]=[CH:21][N:20]=[CH:19][C:18]3=[O:23])=[CH:14][CH:15]=2)[CH2:10][CH2:9]1)=O)(C)(C)C. Product: [NH:8]1[C:16]2[C:11](=[CH:12][C:13]([N:17]3[CH:22]=[CH:21][N:20]=[CH:19][C:18]3=[O:23])=[CH:14][CH:15]=2)[CH2:10][CH2:9]1. The catalyst class is: 2. (5) Reactant: [CH3:1][S:2](=[O:24])([C:18]1[CH:23]=[CH:22][CH:21]=[CH:20][CH:19]=1)=[N:3][C:4](=[O:17])[C:5]1[CH:10]=[C:9]([C:11]#[C:12][Si](C)(C)C)[CH:8]=[N:7][CH:6]=1.Br[C:26]1[S:30][C:29]([NH:31][C:32](=[O:38])[O:33][C:34]([CH3:37])([CH3:36])[CH3:35])=[N:28][CH:27]=1.C1(P(C2C=CC=CC=2)C2C=CC=CC=2)C=CC=CC=1.C(N(CC)CC)C.[H][H].N#N.[F-].C([N+](CCCC)(CCCC)CCCC)CCC. Product: [CH3:1][S@:2](=[N:3][C:4]([C:5]1[CH:10]=[C:9]([C:11]#[C:12][C:26]2[S:30][C:29]([NH:31][C:32](=[O:38])[O:33][C:34]([CH3:36])([CH3:35])[CH3:37])=[N:28][CH:27]=2)[CH:8]=[N:7][CH:6]=1)=[O:17])(=[O:24])[C:18]1[CH:23]=[CH:22][CH:21]=[CH:20][CH:19]=1. The catalyst class is: 538. (6) Reactant: [Br:1][C:2]1[CH:7]=[CH:6][C:5]([CH2:8]Br)=[C:4]([F:10])[CH:3]=1.[C-:11]#[N:12].[Na+]. Product: [Br:1][C:2]1[CH:7]=[CH:6][C:5]([CH2:8][C:11]#[N:12])=[C:4]([F:10])[CH:3]=1. The catalyst class is: 14. (7) Reactant: [F:1][C:2]1[CH:3]=[C:4]([C:9]2[CH:14]=[CH:13][CH:12]=[CH:11][CH:10]=2)[CH:5]=[C:6]([F:8])[CH:7]=1.[Li]N1C(C)(C)CCCC1(C)C.[Li]CCCC.CC1CCCN(C)C1(C)C.[C:41](=[O:43])=[O:42].[OH-].[Na+]. Product: [F:1][C:2]1[CH:3]=[C:4]([C:9]2[CH:14]=[CH:13][CH:12]=[CH:11][CH:10]=2)[CH:5]=[C:6]([F:8])[C:7]=1[C:41]([OH:43])=[O:42]. The catalyst class is: 1. (8) Reactant: [N+:1]([C:4]1[CH:21]=[CH:20][C:7]([O:8][C:9]2[C:18]3[C:13](=[CH:14][C:15]([OH:19])=[CH:16][CH:17]=3)[N:12]=[CH:11][CH:10]=2)=[CH:6][CH:5]=1)([O-:3])=[O:2].[OH-].[Na+].[CH3:24][C@@H:25]1[CH2:27][O:26]1. Product: [N+:1]([C:4]1[CH:21]=[CH:20][C:7]([O:8][C:9]2[C:18]3[C:13](=[CH:14][C:15]([O:19][CH2:24][C@H:25]([OH:26])[CH3:27])=[CH:16][CH:17]=3)[N:12]=[CH:11][CH:10]=2)=[CH:6][CH:5]=1)([O-:3])=[O:2]. The catalyst class is: 1.